Dataset: Experimentally validated miRNA-target interactions with 360,000+ pairs, plus equal number of negative samples. Task: Binary Classification. Given a miRNA mature sequence and a target amino acid sequence, predict their likelihood of interaction. (1) The miRNA is hsa-miR-3196 with sequence CGGGGCGGCAGGGGCCUC. The protein sequence of the target gene is MEKDKHSHFYNQKSDFRIEHSMLEELENKLIHSRKTERAKIQQQLAKIHNNVKKLQHQLKDVKPTPDFVEKLREMMEEIENAINTFKEEQRLIYEELIKEEKTTNNELSAISRKIDTWALGNSETEKAFRAISSKVPVDKVTPSTLPEEVLDFEKFLQQTGGRQGAWDDYDHQNFVKVRNKHKGKPTFMEEVLEHLPGKTQDEVQQHEKWYQKFLALEERKKESIQIWKTKKQQKREEIFKLKEKADNTPVLFHNKQEDNQKQKEEQRKKQKLAVEAWKKQKSIEMSMKCASQLKEEEEK.... Result: 0 (no interaction). (2) Result: 0 (no interaction). The protein sequence of the target gene is MFSRVGRLTTFGAQAVSNCPFRRDNIYQQPLKVTAPINDQLTSFAHSFSDSVRHRTTSFGNDPFLGVPMDDDEVIKELELLDLDSWHTKPRAPCPAPSDELELDQFWEGKNVTVCGRDPRLGKSTDCFELEAWRPTDSWQNGSSVGHPHGHQQQQQTCQQPPTHSSTTETMHDFSNFGDNMGSPLFQSPSKSAIDQLTGTSRIDEYGMPPQDRKLSKFEMDIEQESKAVDWEAWNHYLESDDDVFKRPEAFFKEEPMIMTSSDSLMTSSTSSPDSGISLYDPMIPPPSSHFPSFNLSSSS.... The miRNA is hsa-miR-3943 with sequence UAGCCCCCAGGCUUCACUUGGCG. (3) The miRNA is mmu-miR-8118 with sequence GACAAACAUGACUAUGCUGACA. The protein sequence of the target gene is MCFPKVLSDDMKKLKARMVMLLPTSAQGLGAWVSACDTEDTVGHLGPWRDKDPALWCQLCLSSQHQAIERFYDKMQNAESGRGQVMSSLAELEDDFKEGYLETVAAYYEEQHPELTPLLEKERDGLRCRGNRSPVPDVEDPATEEPGESFCDKVMRWFQAMLQRLQTWWHGVLAWVKEKVVALVHAVQALWKQFQSFCCSLSELFMSSFQSYGAPRGDKEELTPQKCSEPQSSK. Result: 0 (no interaction).